Dataset: Reaction yield outcomes from USPTO patents with 853,638 reactions. Task: Predict the reaction yield, written as a fraction of the theoretical maximum amount of product (1.0 means a 100% yield; for example, 0.34 means a 34% yield). The reactants are Br[CH:2]([CH2:6][CH2:7][CH2:8][CH3:9])[C:3]([OH:5])=[O:4].[Cl:10][C:11]1[CH:16]=[CH:15][C:14]([OH:17])=[CH:13][C:12]=1[C:18]([F:21])([F:20])[F:19].[NH2:22][C:23]1[S:24][CH:25]=[CH:26][N:27]=1. The catalyst is C1COCC1. The product is [Cl:10][C:11]1[CH:16]=[CH:15][C:14]([O:17][CH:2]([CH2:6][CH2:7][CH2:8][CH3:9])[C:3]([OH:5])=[O:4])=[CH:13][C:12]=1[C:18]([F:19])([F:20])[F:21].[Cl:10][C:11]1[CH:16]=[CH:15][C:14]([O:17][CH:2]([CH2:6][CH2:7][CH2:8][CH3:9])[C:3]([NH:22][C:23]2[S:24][CH:25]=[CH:26][N:27]=2)=[O:4])=[CH:13][C:12]=1[C:18]([F:19])([F:20])[F:21]. The yield is 0.820.